Dataset: Forward reaction prediction with 1.9M reactions from USPTO patents (1976-2016). Task: Predict the product of the given reaction. (1) Given the reactants [F:1][C:2]([F:27])([F:26])[S:3]([O:6][C:7]1[CH:16]=[C:15]2[C:10]([C:11](=O)[C:12](=[CH:17][C:18]3[CH:23]=[CH:22][C:21]([F:24])=[CH:20][CH:19]=3)[CH2:13][O:14]2)=[CH:9][CH:8]=1)(=[O:5])=[O:4].Cl.[Cl:29][C:30]1[CH:37]=[C:36]([NH:38][NH2:39])[CH:35]=[CH:34][C:31]=1[C:32]#[N:33], predict the reaction product. The product is: [F:26][C:2]([F:1])([F:27])[S:3]([O:6][C:7]1[CH:8]=[CH:9][C:10]2[C:11]3=[N:39][N:38]([C:36]4[CH:35]=[CH:34][C:31]([C:32]#[N:33])=[C:30]([Cl:29])[CH:37]=4)[CH:17]([C:18]4[CH:19]=[CH:20][C:21]([F:24])=[CH:22][CH:23]=4)[CH:12]3[CH2:13][O:14][C:15]=2[CH:16]=1)(=[O:5])=[O:4]. (2) Given the reactants [Cl:1][C:2]1[CH:10]=[CH:9][CH:8]=[C:7]2[C:3]=1[CH:4]=[C:5]([CH:11]1[CH2:13][CH2:12]1)[CH2:6]2.[Li][CH2:15][CH2:16][CH2:17][CH3:18].C([Cu])#N.Cl[Si:23](Cl)([CH3:25])[CH3:24], predict the reaction product. The product is: [Cl:1][C:2]1[CH:10]=[CH:9][CH:8]=[C:7]2[C:3]=1[CH:4]=[C:5]([CH:11]1[CH2:13][CH2:12]1)[CH:6]2[Si:23]([CH:15]1[C:6]2[C:18](=[C:2]([Cl:1])[CH:3]=[CH:4][CH:5]=2)[CH:17]=[C:16]1[CH:11]1[CH2:13][CH2:12]1)([CH3:25])[CH3:24]. (3) Given the reactants [C:1]([C:3]1[C:4]([N:21]2[CH2:26][CH2:25][CH:24]([C:27]([OH:29])=O)[CH2:23][CH2:22]2)=[N:5][C:6]([CH2:14][N:15]2[CH2:19][CH2:18][CH2:17][C:16]2=[O:20])=[C:7]([C:9]([O:11][CH2:12][CH3:13])=[O:10])[CH:8]=1)#[N:2].[Cl:30][C:31]1[CH:36]=[C:35]([F:37])[CH:34]=[CH:33][C:32]=1[CH2:38][S:39]([NH2:42])(=[O:41])=[O:40], predict the reaction product. The product is: [Cl:30][C:31]1[CH:36]=[C:35]([F:37])[CH:34]=[CH:33][C:32]=1[CH2:38][S:39]([NH:42][C:27]([CH:24]1[CH2:23][CH2:22][N:21]([C:4]2[C:3]([C:1]#[N:2])=[CH:8][C:7]([C:9]([O:11][CH2:12][CH3:13])=[O:10])=[C:6]([CH2:14][N:15]3[CH2:19][CH2:18][CH2:17][C:16]3=[O:20])[N:5]=2)[CH2:26][CH2:25]1)=[O:29])(=[O:40])=[O:41]. (4) Given the reactants [H-].[Na+].[CH3:3][S:4]([NH2:7])(=[O:6])=[O:5].[CH3:8][C:9]1([CH3:37])[CH2:18][C:17]2[C:12](=[CH:13][CH:14]=[C:15]([C:19](O)=[O:20])[CH:16]=2)[NH:11][CH:10]1[C:22]1[CH:27]=[CH:26][CH:25]=[C:24]([N:28]2[CH2:33][CH2:32][N:31]([CH3:34])[C:30](=[O:35])[C:29]2=[O:36])[CH:23]=1.C(N1C=CN=C1)(N1C=CN=C1)=O, predict the reaction product. The product is: [CH3:8][C:9]1([CH3:37])[CH2:18][C:17]2[C:12](=[CH:13][CH:14]=[C:15]([C:19]([NH:7][S:4]([CH3:3])(=[O:6])=[O:5])=[O:20])[CH:16]=2)[NH:11][CH:10]1[C:22]1[CH:27]=[CH:26][CH:25]=[C:24]([N:28]2[CH2:33][CH2:32][N:31]([CH3:34])[C:30](=[O:35])[C:29]2=[O:36])[CH:23]=1.